This data is from Reaction yield outcomes from USPTO patents with 853,638 reactions. The task is: Predict the reaction yield, written as a fraction of the theoretical maximum amount of product (1.0 means a 100% yield; for example, 0.34 means a 34% yield). (1) The reactants are C(NC(C)C)(C)C.C([Li])CCC.[O:13]1[CH2:18][CH2:17][C:16](=[O:19])[CH2:15][CH2:14]1.[CH3:20][O:21][CH2:22]Br. The catalyst is C1COCC1. The product is [CH3:20][O:21][CH2:22][CH:15]1[C:16](=[O:19])[CH2:17][CH2:18][O:13][CH2:14]1. The yield is 0.200. (2) The reactants are Br[C:2]1[CH:8]=[CH:7][C:5]([NH2:6])=[C:4]([F:9])[CH:3]=1.[NH:10]1[CH:15]=[CH:14][CH:13]=[CH:12][C:11]1=[O:16].C(=O)([O-])[O-].[K+].[K+]. The catalyst is CN(C)C=O.[Cu]I. The product is [NH2:6][C:5]1[CH:7]=[CH:8][C:2]([N:10]2[CH:15]=[CH:14][CH:13]=[CH:12][C:11]2=[O:16])=[CH:3][C:4]=1[F:9]. The yield is 0.738.